This data is from Tyrosyl-DNA phosphodiesterase HTS with 341,365 compounds. The task is: Binary Classification. Given a drug SMILES string, predict its activity (active/inactive) in a high-throughput screening assay against a specified biological target. (1) The drug is s1c(C(=O)N2CCN(CC2)c2ccc(F)cc2)cc2c1c1c(OC2)cccc1C. The result is 0 (inactive). (2) The drug is s1c(C(=O)NNC(=O)CCC(O)=O)ccc1. The result is 0 (inactive). (3) The compound is Clc1cc(NC(=O)NCc2cc3c(n(c(c3)C)C)cc2)ccc1. The result is 0 (inactive). (4) The result is 1 (active). The molecule is S1C2N(C(=O)C2NC(=O)C(S([O-])(=O)=O)c2ccccc2)C(=C(C1)C[n+]1ccc(cc1)C(=O)N)C([O-])=O.